Dataset: Forward reaction prediction with 1.9M reactions from USPTO patents (1976-2016). Task: Predict the product of the given reaction. (1) Given the reactants Cl.O[CH:3]([C:14]1[CH:19]=[CH:18][CH:17]=[CH:16][C:15]=1[O:20][CH2:21][C:22]#[C:23][Si](C)(C)C)[CH2:4][C:5](=[N:12][OH:13])[C:6](OC)([O:8]C)[CH3:7].C(=O)([O-])O.[Na+], predict the reaction product. The product is: [CH2:21]([O:20][C:15]1[CH:16]=[CH:17][CH:18]=[CH:19][C:14]=1[CH:3]1[O:13][N:12]=[C:5]([C:6](=[O:8])[CH3:7])[CH2:4]1)[C:22]#[CH:23]. (2) Given the reactants Cl.[Cl:2][C:3]1[CH:12]=[CH:11][C:10]2[CH2:9][NH:8][CH2:7][CH2:6][C:5]=2[N:4]=1.CCN(CC)CC.[CH3:20][C:21]([O:24][C:25](O[C:25]([O:24][C:21]([CH3:23])([CH3:22])[CH3:20])=[O:26])=[O:26])([CH3:23])[CH3:22], predict the reaction product. The product is: [C:21]([O:24][C:25]([N:8]1[CH2:7][CH2:6][C:5]2[N:4]=[C:3]([Cl:2])[CH:12]=[CH:11][C:10]=2[CH2:9]1)=[O:26])([CH3:23])([CH3:22])[CH3:20]. (3) Given the reactants C[O:2][C:3]1[CH:8]=[CH:7][C:6]([N:9]2[C:13]([CH3:14])=[C:12]([CH3:15])[C:11]([CH3:16])=[N:10]2)=[CH:5][C:4]=1[CH3:17].Br, predict the reaction product. The product is: [CH3:17][C:4]1[CH:5]=[C:6]([N:9]2[C:13]([CH3:14])=[C:12]([CH3:15])[C:11]([CH3:16])=[N:10]2)[CH:7]=[CH:8][C:3]=1[OH:2]. (4) Given the reactants ClC1C=CC(COC2C=NNC(=O)C=2)=NC=1.[F:17][C:18]1[CH:19]=[CH:20][C:21]([CH2:24][O:25][C:26]2[CH:31]=[N:30][N:29](C3CCCCO3)[C:28](=[O:38])[CH:27]=2)=[N:22][CH:23]=1, predict the reaction product. The product is: [F:17][C:18]1[CH:19]=[CH:20][C:21]([CH2:24][O:25][C:26]2[CH:31]=[N:30][NH:29][C:28](=[O:38])[CH:27]=2)=[N:22][CH:23]=1. (5) Given the reactants [CH3:1][O:2][C:3]([C:5]1[CH:10]=[CH:9][C:8](=[O:11])[N:7]([CH3:12])[C:6]=1[NH:13][C:14]1[CH:19]=[CH:18][C:17]([Br:20])=[CH:16][C:15]=1[F:21])=[O:4].[Br:22]N1C(=O)CCC1=O, predict the reaction product. The product is: [CH3:1][O:2][C:3]([C:5]1[CH:10]=[C:9]([Br:22])[C:8](=[O:11])[N:7]([CH3:12])[C:6]=1[NH:13][C:14]1[CH:19]=[CH:18][C:17]([Br:20])=[CH:16][C:15]=1[F:21])=[O:4]. (6) Given the reactants [OH:1][C@@H:2]1[C@H:6]2[N:7]([C:21]([O:23][CH2:24][C:25]3[CH:30]=[CH:29][CH:28]=[CH:27][CH:26]=3)=[O:22])[CH2:8][C@@H:9](OS(C3C=CC(C)=CC=3)(=O)=O)[C@H:5]2[O:4][CH2:3]1.[CH3:31][NH2:32], predict the reaction product. The product is: [OH:1][C@@H:2]1[C@H:6]2[N:7]([C:21]([O:23][CH2:24][C:25]3[CH:30]=[CH:29][CH:28]=[CH:27][CH:26]=3)=[O:22])[CH2:8][C@H:9]([NH:32][CH3:31])[C@H:5]2[O:4][CH2:3]1. (7) Given the reactants [S:1]1[CH:5]=[CH:4][C:3]([NH:6][CH:7]=[C:8]([C:14]([O:16]CC)=O)[C:9]([O:11][CH2:12][CH3:13])=[O:10])=[CH:2]1, predict the reaction product. The product is: [OH:16][C:14]1[C:8]([C:9]([O:11][CH2:12][CH3:13])=[O:10])=[CH:7][N:6]=[C:3]2[CH:4]=[CH:5][S:1][C:2]=12. (8) Given the reactants [NH:1]1[CH2:6][CH2:5][CH:4]([NH:7][C:8](=[O:14])[O:9][C:10]([CH3:13])([CH3:12])[CH3:11])[CH2:3][CH2:2]1.C([O-])([O-])=O.[K+].[K+].Br[CH2:22][CH2:23][OH:24], predict the reaction product. The product is: [OH:24][CH2:23][CH2:22][N:1]1[CH2:2][CH2:3][CH:4]([NH:7][C:8](=[O:14])[O:9][C:10]([CH3:11])([CH3:13])[CH3:12])[CH2:5][CH2:6]1. (9) Given the reactants [H-].[H-].[H-].[H-].[Li+].[Al+3].[Al+3].[Cl-].[Cl-].[Cl-].[F:11][C:12]1[CH:27]=[CH:26][C:15]2[C:16](=O)[C:17]3[CH:24]=[CH:23][CH:22]=[CH:21][C:18]=3[CH:19]=[CH:20][C:14]=2[CH:13]=1.O, predict the reaction product. The product is: [F:11][C:12]1[CH:27]=[CH:26][C:15]2[CH2:16][C:17]3[CH:24]=[CH:23][CH:22]=[CH:21][C:18]=3[CH:19]=[CH:20][C:14]=2[CH:13]=1. (10) Given the reactants [N:1]1([C:6]2[N:11]=[CH:10][C:9]([NH2:12])=[CH:8][CH:7]=2)[CH:5]=[CH:4][N:3]=[CH:2]1.[N:13]1([C:22]2[CH:29]=[CH:28][C:25]([C:26]#[N:27])=[CH:24][CH:23]=2)[C:17]2=[N:18][CH:19]=[CH:20][CH:21]=[C:16]2[CH:15]=[CH:14]1.[H-].[Na+], predict the reaction product. The product is: [N:1]1([C:6]2[N:11]=[CH:10][C:9]([N:12]=[C:26]([NH2:27])[C:25]3[CH:24]=[CH:23][C:22]([N:13]4[C:17]5=[N:18][CH:19]=[CH:20][CH:21]=[C:16]5[CH:15]=[CH:14]4)=[CH:29][CH:28]=3)=[CH:8][CH:7]=2)[CH:5]=[CH:4][N:3]=[CH:2]1.